This data is from Full USPTO retrosynthesis dataset with 1.9M reactions from patents (1976-2016). The task is: Predict the reactants needed to synthesize the given product. (1) Given the product [C:1]([O:5][C:6](=[O:13])[NH:7][C@H:8]1[CH2:11][C@H:10]([O:12][CH3:17])[CH2:9]1)([CH3:4])([CH3:2])[CH3:3], predict the reactants needed to synthesize it. The reactants are: [C:1]([O:5][C:6](=[O:13])[NH:7][C@H:8]1[CH2:11][C@H:10]([OH:12])[CH2:9]1)([CH3:4])([CH3:3])[CH3:2].[H-].[Na+].I[CH3:17]. (2) Given the product [ClH:1].[CH3:25][O:24][C:22]1[CH:23]=[C:18]([CH:19]=[C:20]([O:28][CH3:29])[C:21]=1[O:26][CH3:27])[CH2:17][C:10]1[C:9]2[C:14](=[CH:15][C:6]([OH:5])=[CH:7][CH:8]=2)[CH:13]=[N:12][CH:11]=1, predict the reactants needed to synthesize it. The reactants are: [ClH:1].Cl.C([O:5][C:6]1[C:15](N)=[C:14]2[C:9]([C:10]([CH2:17][C:18]3[CH:23]=[C:22]([O:24][CH3:25])[C:21]([O:26][CH3:27])=[C:20]([O:28][CH3:29])[CH:19]=3)=[CH:11][N:12]=[CH:13]2)=[CH:8][CH:7]=1)C.N([O-])=O.[Na+].[H+].[B-](F)(F)(F)F.[OH-].[Na+]. (3) Given the product [CH2:18]([O:19][C:37]1([CH3:49])[CH2:36][CH2:35][N:40]([C:12]2[N:11]3[CH:24]=[C:8]([C:4]4[CH:5]=[CH:6][CH:7]=[C:2]([Br:1])[CH:3]=4)[N:9]=[C:10]3[CH:15]=[C:14]([CH3:16])[C:13]=2[C:17](=[O:22])[C:18]([O:20][CH3:21])=[O:19])[CH2:39][CH2:38]1)[CH:17]=[CH2:13], predict the reactants needed to synthesize it. The reactants are: [Br:1][C:2]1[CH:3]=[C:4]([C:8]2[N:9]=[C:10]3[CH:15]=[C:14]([CH3:16])[C:13]([C:17](=[O:22])[C:18]([O:20][CH3:21])=[O:19])=[C:12](Cl)[N:11]3[CH:24]=2)[CH:5]=[CH:6][CH:7]=1.C(C1(C)CCN([C:35]2[N:40]3C=C(C(OCC)=O)N=[C:39]3[CH:38]=[C:37]([CH3:49])[C:36]=2C(=O)C(OC)=O)CC1)CC=C. (4) Given the product [CH2:13]([N:20]1[CH2:21][CH2:22][CH:23]([N:26]2[C:6]3=[N:7][C:2]([Cl:1])=[N:3][C:4]([N:38]4[CH2:37][CH:36]5[O:43][CH:40]([CH2:41][CH2:42]5)[CH2:39]4)=[C:5]3[CH:9]=[N:27]2)[CH2:24][CH2:25]1)[C:14]1[CH:15]=[CH:16][CH:17]=[CH:18][CH:19]=1, predict the reactants needed to synthesize it. The reactants are: [Cl:1][C:2]1[N:7]=[C:6](Cl)[C:5]([CH:9]=O)=[C:4](Cl)[N:3]=1.Cl.[CH2:13]([N:20]1[CH2:25][CH2:24][CH:23]([NH:26][NH2:27])[CH2:22][CH2:21]1)[C:14]1[CH:19]=[CH:18][CH:17]=[CH:16][CH:15]=1.CCN(CC)CC.Cl.[CH:36]12[O:43][CH:40]([CH2:41][CH2:42]1)[CH2:39][NH:38][CH2:37]2. (5) Given the product [N:14]([C:2]1[CH:7]=[C:6]([Br:8])[N:5]=[C:4]([C:9]([O:11][CH3:12])=[O:10])[C:3]=1[Cl:13])=[N+:15]=[N-:16], predict the reactants needed to synthesize it. The reactants are: Br[C:2]1[CH:7]=[C:6]([Br:8])[N:5]=[C:4]([C:9]([O:11][CH3:12])=[O:10])[C:3]=1[Cl:13].[N-:14]=[N+:15]=[N-:16].[Na+]. (6) Given the product [Br:1][C:2]1[CH:3]=[C:4]([C:16]2([OH:18])[CH2:17][O:14][CH2:15]2)[CH:5]=[CH:6][CH:7]=1, predict the reactants needed to synthesize it. The reactants are: [Br:1][C:2]1[CH:7]=[CH:6][CH:5]=[C:4](I)[CH:3]=1.C([Li])CCC.[O:14]1[CH2:17][C:16](=[O:18])[CH2:15]1.[Cl-].[NH4+]. (7) Given the product [ClH:1].[NH2:2][C:3](=[N:9][C:10]1[CH:11]=[C:12]([CH:30]=[CH:31][CH:32]=1)[CH2:13][NH:14][CH2:15][CH2:16][C:17]([NH:19][C:20]1[CH:21]=[C:22]2[C:26](=[CH:27][CH:28]=1)[N:25]([CH2:29][C:34]1[CH:39]=[CH:38][CH:37]=[CH:36][CH:35]=1)[CH2:24][CH2:23]2)=[O:18])[C:4]1[S:5][CH:6]=[CH:7][CH:8]=1, predict the reactants needed to synthesize it. The reactants are: [ClH:1].[NH2:2][C:3](=[N:9][C:10]1[CH:11]=[C:12]([CH:30]=[CH:31][CH:32]=1)[CH2:13][NH:14][CH2:15][CH2:16][C:17]([NH:19][C:20]1[CH:21]=[C:22]2[C:26](=[CH:27][CH:28]=1)[N:25]([CH3:29])[CH2:24][CH2:23]2)=[O:18])[C:4]1[S:5][CH:6]=[CH:7][CH:8]=1.C(Br)[C:34]1[CH:39]=[CH:38][CH:37]=[CH:36][CH:35]=1. (8) Given the product [ClH:1].[NH:33]1[C:29]([C:26]2[CH:27]=[CH:28][C:23]([C:16]3([C:13]4[CH:12]=[CH:11][C:10]([O:9][CH2:8][C:3]5[CH:4]=[CH:5][CH:6]=[CH:7][N:2]=5)=[CH:15][CH:14]=4)[CH2:21][CH:20]4[CH2:22][CH:17]3[CH2:18][CH2:19]4)=[CH:24][CH:25]=2)=[N:30][N:31]=[N:32]1, predict the reactants needed to synthesize it. The reactants are: [ClH:1].[N:2]1[CH:7]=[CH:6][CH:5]=[CH:4][C:3]=1[CH2:8][O:9][C:10]1[CH:15]=[CH:14][C:13]([C:16]2([C:23]3[CH:28]=[CH:27][C:26]([C:29]4[N-:33][N:32]=[N:31][N:30]=4)=[CH:25][CH:24]=3)[CH2:21][CH:20]3[CH2:22][CH:17]2[CH2:18][CH2:19]3)=[CH:12][CH:11]=1.[NH4+]. (9) Given the product [CH3:5][C:2]([CH3:3])([CH3:4])[C:1]([O:7][CH2:8][C:9]1[CH:14]=[CH:13][C:12]([N+:15]([O-:17])=[O:16])=[C:11]([NH:26][C:27]2[S:31][C:30]([C:32]([O:34][CH3:35])=[O:33])=[C:29]([O:36][C@@H:37]([C:39]3[CH:44]=[CH:43][CH:42]=[CH:41][C:40]=3[C:45]([F:48])([F:46])[F:47])[CH3:38])[CH:28]=2)[CH:10]=1)=[O:6], predict the reactants needed to synthesize it. The reactants are: [C:1]([O:7][CH2:8][C:9]1[CH:14]=[CH:13][C:12]([N+:15]([O-:17])=[O:16])=[C:11](OS(C(F)(F)F)(=O)=O)[CH:10]=1)(=[O:6])[C:2]([CH3:5])([CH3:4])[CH3:3].[NH2:26][C:27]1[S:31][C:30]([C:32]([O:34][CH3:35])=[O:33])=[C:29]([O:36][C@@H:37]([C:39]2[CH:44]=[CH:43][CH:42]=[CH:41][C:40]=2[C:45]([F:48])([F:47])[F:46])[CH3:38])[CH:28]=1.C1(P(C2C=CC=CC=2)C2C=CC=CC=2)C=CC=CC=1.C([O-])([O-])=O.[K+].[K+]. (10) Given the product [Cl:1][C:2]1[C:3]2[CH:10]=[C:9]([C:29]3[CH:30]=[CH:31][C:32]([N:35]4[CH2:36][CH2:37][O:38][CH2:39][CH2:40]4)=[CH:33][CH:34]=3)[N:8]([S:12]([C:15]3[CH:20]=[CH:19][CH:18]=[CH:17][CH:16]=3)(=[O:14])=[O:13])[C:4]=2[N:5]=[CH:6][N:7]=1, predict the reactants needed to synthesize it. The reactants are: [Cl:1][C:2]1[C:3]2[CH:10]=[C:9](I)[N:8]([S:12]([C:15]3[CH:20]=[CH:19][CH:18]=[CH:17][CH:16]=3)(=[O:14])=[O:13])[C:4]=2[N:5]=[CH:6][N:7]=1.CC1(C)C(C)(C)OB([C:29]2[CH:34]=[CH:33][C:32]([N:35]3[CH2:40][CH2:39][O:38][CH2:37][CH2:36]3)=[CH:31][CH:30]=2)O1.C([O-])([O-])=O.[Na+].[Na+].